From a dataset of Forward reaction prediction with 1.9M reactions from USPTO patents (1976-2016). Predict the product of the given reaction. (1) Given the reactants C([O-])([O-])=O.[K+].[K+].[Br:7][C:8]1[C:16]2[C:11](=[N:12][CH:13]=[C:14]([NH2:17])[CH:15]=2)[N:10](S(C2C=CC(C)=CC=2)(=O)=O)[N:9]=1, predict the reaction product. The product is: [Br:7][C:8]1[C:16]2[C:11](=[N:12][CH:13]=[C:14]([NH2:17])[CH:15]=2)[NH:10][N:9]=1. (2) Given the reactants Br[C:2]1[CH:11]=[CH:10][C:5]([C:6]([O:8][CH3:9])=[O:7])=[C:4]([F:12])[CH:3]=1.[CH:13]([O:15]CCCC)=[CH2:14].C1(P(C2C=CC=CC=2)CCCP(C2C=CC=CC=2)C2C=CC=CC=2)C=CC=CC=1.C(=O)([O-])[O-].[K+].[K+].Cl, predict the reaction product. The product is: [C:13]([C:2]1[CH:11]=[CH:10][C:5]([C:6]([O:8][CH3:9])=[O:7])=[C:4]([F:12])[CH:3]=1)(=[O:15])[CH3:14]. (3) Given the reactants [Cl:1][Si](C)(C)C.[CH3:6][N:7]([CH3:36])[C:8]1([C:30]2[CH:35]=[CH:34][CH:33]=[CH:32][CH:31]=2)[CH2:13][CH2:12][C:11](=[CH:14][C:15]([NH:17][CH:18]([CH3:29])[CH2:19][C:20]2[C:28]3[C:23](=[CH:24][CH:25]=[CH:26][CH:27]=3)[NH:22][CH:21]=2)=[O:16])[CH2:10][CH2:9]1, predict the reaction product. The product is: [ClH:1].[CH3:36][N:7]([CH3:6])[C:8]1([C:30]2[CH:35]=[CH:34][CH:33]=[CH:32][CH:31]=2)[CH2:9][CH2:10][C:11](=[CH:14][C:15]([NH:17][CH:18]([CH3:29])[CH2:19][C:20]2[C:28]3[C:23](=[CH:24][CH:25]=[CH:26][CH:27]=3)[NH:22][CH:21]=2)=[O:16])[CH2:12][CH2:13]1. (4) Given the reactants [CH3:1][O:2][C:3]1[CH:8]=[CH:7][C:6]([S:9][C:10]([CH3:16])([CH3:15])[CH2:11][C:12]([OH:14])=O)=[CH:5][CH:4]=1.C(Cl)(=O)C(Cl)=O.Cl[Sn](Cl)(Cl)Cl, predict the reaction product. The product is: [CH3:1][O:2][C:3]1[CH:4]=[C:5]2[C:6](=[CH:7][CH:8]=1)[S:9][C:10]([CH3:16])([CH3:15])[CH2:11][C:12]2=[O:14]. (5) Given the reactants Br[C:2]1[C:6]2[CH2:7][N:8]([C:11](=[O:13])[CH3:12])[CH2:9][CH2:10][C:5]=2[N:4]([C@H:14]2[CH2:18][CH2:17][O:16][CH2:15]2)[N:3]=1.C(O[Na])(C)(C)C.[C:25]([Si:29]([CH3:43])([CH3:42])[O:30][CH2:31][CH:32]1[CH2:41][C:40]2[C:35](=[CH:36][CH:37]=[CH:38][CH:39]=2)[NH:34][CH2:33]1)([CH3:28])([CH3:27])[CH3:26].COC(C)(C)C.C1(P(C2CCCCC2)C2C=CC=CC=2C2C(OC(C)C)=CC=CC=2OC(C)C)CCCCC1, predict the reaction product. The product is: [Si:29]([O:30][CH2:31][CH:32]1[CH2:41][C:40]2[C:35](=[CH:36][CH:37]=[CH:38][CH:39]=2)[N:34]([C:2]2[C:6]3[CH2:7][N:8]([C:11](=[O:13])[CH3:12])[CH2:9][CH2:10][C:5]=3[N:4]([C@H:14]3[CH2:18][CH2:17][O:16][CH2:15]3)[N:3]=2)[CH2:33]1)([C:25]([CH3:28])([CH3:27])[CH3:26])([CH3:43])[CH3:42]. (6) Given the reactants Br[C:2]1[CH:7]=[CH:6][CH:5]=[CH:4][CH:3]=1.C(=O)=O.[CH3:11][C:12]([CH3:14])=O.[Li][CH2:16][CH2:17][CH2:18]C.[C:20]([C:24]1[CH:37]=[CH:36][C:35]2[C:34](=O)[C:33]3[C:28](=[CH:29][CH:30]=[CH:31][CH:32]=3)[C:27](=O)[C:26]=2[CH:25]=1)([CH3:23])([CH3:22])[CH3:21].O.O.[Sn](Cl)Cl, predict the reaction product. The product is: [C:20]([C:24]1[CH:37]=[CH:36][C:35]2[C:26](=[C:27]([C:12]3[CH:14]=[CH:18][CH:17]=[CH:16][CH:11]=3)[C:28]3[C:33]([C:34]=2[C:2]2[CH:7]=[CH:6][CH:5]=[CH:4][CH:3]=2)=[CH:32][CH:31]=[CH:30][CH:29]=3)[CH:25]=1)([CH3:23])([CH3:22])[CH3:21].